Predict the product of the given reaction. From a dataset of Forward reaction prediction with 1.9M reactions from USPTO patents (1976-2016). (1) Given the reactants [CH3:1][O:2][C:3]1[CH:22]=[CH:21][C:6]([CH2:7][C@@H:8]2[C:12]3=[N:13][C:14]4[CH:19]=[CH:18][CH:17]=[CH:16][C:15]=4[N:11]3[C:10](=[O:20])[NH:9]2)=[CH:5][CH:4]=1.[NH2:23][C@H:24]1[CH2:28][CH2:27][N:26]([C:29]([O:31][C:32]([CH3:35])([CH3:34])[CH3:33])=[O:30])[CH2:25]1.C(O)(C(F)(F)F)=O, predict the reaction product. The product is: [NH:13]1[C:14]2[CH:19]=[CH:18][CH:17]=[CH:16][C:15]=2[N:11]=[C:12]1[C@H:8]([NH:9][C:10](=[O:20])[NH:23][C@H:24]1[CH2:28][CH2:27][N:26]([C:29]([O:31][C:32]([CH3:35])([CH3:34])[CH3:33])=[O:30])[CH2:25]1)[CH2:7][C:6]1[CH:21]=[CH:22][C:3]([O:2][CH3:1])=[CH:4][CH:5]=1. (2) Given the reactants Cl.Cl.[N:3]12[CH2:10][CH2:9][CH:6]([CH2:7][CH2:8]1)[C@@H:5]([NH2:11])[CH2:4]2.[N:12]([C:15]([C:18]1[CH:23]=[CH:22][CH:21]=[C:20]([C:24]([CH3:26])=[CH2:25])[CH:19]=1)([CH3:17])[CH3:16])=[C:13]=[O:14].C(N(CC)CC)C, predict the reaction product. The product is: [CH2:25]=[C:24]([C:20]1[CH:19]=[C:18]([C:15]([NH:12][C:13]([NH:11][C@@H:5]2[CH:6]3[CH2:9][CH2:10][N:3]([CH2:8][CH2:7]3)[CH2:4]2)=[O:14])([CH3:17])[CH3:16])[CH:23]=[CH:22][CH:21]=1)[CH3:26]. (3) Given the reactants [CH:1]([N:14]1[CH2:19][CH2:18][NH:17][CH2:16][CH2:15]1)([C:8]1[CH:13]=[CH:12][CH:11]=[CH:10][CH:9]=1)[C:2]1[CH:7]=[CH:6][CH:5]=[CH:4][CH:3]=1.[Cl:20][C:21]1[N:25]2[N:26]=[C:27](Cl)[CH:28]=[CH:29][C:24]2=[N:23][N:22]=1, predict the reaction product. The product is: [CH:1]([N:14]1[CH2:19][CH2:18][N:17]([C:27]2[CH:28]=[CH:29][C:24]3[N:25]([C:21]([Cl:20])=[N:22][N:23]=3)[N:26]=2)[CH2:16][CH2:15]1)([C:8]1[CH:13]=[CH:12][CH:11]=[CH:10][CH:9]=1)[C:2]1[CH:7]=[CH:6][CH:5]=[CH:4][CH:3]=1. (4) Given the reactants [Cl:1][C:2]1[CH:7]=[C:6]([O:8][C:9]2[CH:14]=[C:13]([F:15])[C:12]([N+:16]([O-])=O)=[CH:11][C:10]=2[CH3:19])[CH:5]=[CH:4][N:3]=1, predict the reaction product. The product is: [Cl:1][C:2]1[CH:7]=[C:6]([O:8][C:9]2[C:10]([CH3:19])=[CH:11][C:12]([NH2:16])=[C:13]([F:15])[CH:14]=2)[CH:5]=[CH:4][N:3]=1. (5) Given the reactants [NH:1]1[C:5]2[CH:6]=[CH:7][CH:8]=[CH:9][C:4]=2[N:3]=[C:2]1[CH2:10][NH:11][CH:12]1[C:21]2[N:20]=[CH:19][CH:18]=[CH:17][C:16]=2[CH2:15][CH2:14][CH2:13]1.[C:22]1([CH2:28][CH:29]=O)[CH:27]=[CH:26][CH:25]=[CH:24][CH:23]=1.C(N(CC1N(CCC#N)C2C=CC=CC=2N=1)C1C2N=CC=CC=2CCC1)C, predict the reaction product. The product is: [NH:1]1[C:5]2[CH:6]=[CH:7][CH:8]=[CH:9][C:4]=2[N:3]=[C:2]1[CH2:10][N:11]([CH2:29][CH2:28][C:22]1[CH:27]=[CH:26][CH:25]=[CH:24][CH:23]=1)[CH:12]1[C:21]2[N:20]=[CH:19][CH:18]=[CH:17][C:16]=2[CH2:15][CH2:14][CH2:13]1. (6) Given the reactants [Cl:1][C:2]1[C:3]([F:31])=[C:4]([C@@H:8]2[C@:12]([C:15]3[CH:20]=[CH:19][C:18]([Cl:21])=[CH:17][C:16]=3[F:22])([C:13]#[N:14])[C@H:11]([CH2:23][C:24]([CH3:27])([CH3:26])[CH3:25])[NH:10][C@H:9]2[C:28](O)=[O:29])[CH:5]=[CH:6][CH:7]=1.[NH2:32][CH2:33][C:34]1[CH:35]=[CH:36][C:37]([C:40]([O:42][CH3:43])=[O:41])=[N:38][CH:39]=1.CCN(C(C)C)C(C)C.C1C=CC2N(O)N=NC=2C=1.CN(C(ON1N=NC2C=CC=CC1=2)=[N+](C)C)C.F[P-](F)(F)(F)(F)F, predict the reaction product. The product is: [CH3:43][O:42][C:40]([C:37]1[CH:36]=[CH:35][C:34]([CH2:33][NH:32][C:28]([C@H:9]2[C@H:8]([C:4]3[CH:5]=[CH:6][CH:7]=[C:2]([Cl:1])[C:3]=3[F:31])[C@:12]([C:15]3[CH:20]=[CH:19][C:18]([Cl:21])=[CH:17][C:16]=3[F:22])([C:13]#[N:14])[C@H:11]([CH2:23][C:24]([CH3:26])([CH3:25])[CH3:27])[NH:10]2)=[O:29])=[CH:39][N:38]=1)=[O:41]. (7) Given the reactants [CH2:1]([NH2:8])[C:2]1[CH:7]=[CH:6][CH:5]=[CH:4][CH:3]=1.C(OC([NH:16][CH2:17][CH2:18][CH2:19][CH2:20][C@H:21]([NH:25][C:26]([O:28][CH2:29][CH:30]1[C:42]2[CH:41]=[CH:40][CH:39]=[CH:38][C:37]=2[C:36]2[C:31]1=[CH:32][CH:33]=[CH:34][CH:35]=2)=[O:27])[C:22](O)=[O:23])=O)(C)(C)C, predict the reaction product. The product is: [CH:32]1[C:31]2[CH:30]([CH2:29][O:28][C:26](=[O:27])[NH:25][C@H:21]([C:22](=[O:23])[NH:8][CH2:1][C:2]3[CH:7]=[CH:6][CH:5]=[CH:4][CH:3]=3)[CH2:20][CH2:19][CH2:18][CH2:17][NH2:16])[C:42]3[C:37](=[CH:38][CH:39]=[CH:40][CH:41]=3)[C:36]=2[CH:35]=[CH:34][CH:33]=1.